This data is from Forward reaction prediction with 1.9M reactions from USPTO patents (1976-2016). The task is: Predict the product of the given reaction. Given the reactants [Br:1][C:2]1[CH:10]=[CH:9][C:5]([C:6]([OH:8])=O)=[CH:4][C:3]=1[O:11][CH2:12][CH3:13].[CH3:14][N:15](C=O)C.[C:19](Cl)(=[O:23])[C:20](Cl)=O.Cl[CH2:26]Cl, predict the reaction product. The product is: [Br:1][C:2]1[CH:10]=[CH:9][C:5]([C:6]([NH:15][CH2:14][C:19]([OH:23])([CH3:20])[CH3:26])=[O:8])=[CH:4][C:3]=1[O:11][CH2:12][CH3:13].